Dataset: Reaction yield outcomes from USPTO patents with 853,638 reactions. Task: Predict the reaction yield, written as a fraction of the theoretical maximum amount of product (1.0 means a 100% yield; for example, 0.34 means a 34% yield). (1) The reactants are C([O:3][C:4]1[C:9](=[O:10])[N:8]([CH3:11])[C:7]([C:12]2[CH:16]=[CH:15][S:14][CH:13]=2)=[N:6][C:5]=1[C:17]([O:19]CC)=[O:18])C. The catalyst is C1C=CC([P]([Pd]([P](C2C=CC=CC=2)(C2C=CC=CC=2)C2C=CC=CC=2)([P](C2C=CC=CC=2)(C2C=CC=CC=2)C2C=CC=CC=2)[P](C2C=CC=CC=2)(C2C=CC=CC=2)C2C=CC=CC=2)(C2C=CC=CC=2)C2C=CC=CC=2)=CC=1.CC(C)([P](C(C)(C)C)([Pd][P](C(C)(C)C)(C(C)(C)C)C(C)(C)C)C(C)(C)C)C. The product is [OH:3][C:4]1[C:9](=[O:10])[N:8]([CH3:11])[C:7]([C:12]2[CH:16]=[CH:15][S:14][CH:13]=2)=[N:6][C:5]=1[C:17]([OH:19])=[O:18]. The yield is 0.600. (2) The reactants are [O:1]1[C:5]([C:6]([Cl:8])=[O:7])=[CH:4][CH:3]=[N:2]1.[NH2:9][C:10]1[C:19]2[C:14](=[CH:15][C:16]([O:22][CH3:23])=[C:17]([O:20][CH3:21])[CH:18]=2)[N:13]=[C:12]([N:24]2[CH2:29][CH2:28][NH:27][CH2:26][CH2:25]2)[N:11]=1. The catalyst is O1CCOCC1. The product is [ClH:8].[NH2:9][C:10]1[C:19]2[C:14](=[CH:15][C:16]([O:22][CH3:23])=[C:17]([O:20][CH3:21])[CH:18]=2)[N:13]=[C:12]([N:24]2[CH2:29][CH2:28][N:27]([C:6]([C:5]3[O:1][N:2]=[CH:3][CH:4]=3)=[O:7])[CH2:26][CH2:25]2)[N:11]=1. The yield is 0.940.